From a dataset of Forward reaction prediction with 1.9M reactions from USPTO patents (1976-2016). Predict the product of the given reaction. (1) Given the reactants O[CH2:2][C:3]1[CH:8]=[CH:7][C:6]([C:9]([NH:12][C:13](=[O:15])[CH3:14])([CH3:11])[CH3:10])=[CH:5][CH:4]=1.S(Cl)([Cl:18])=O.O, predict the reaction product. The product is: [Cl:18][CH2:2][C:3]1[CH:8]=[CH:7][C:6]([C:9]([NH:12][C:13](=[O:15])[CH3:14])([CH3:11])[CH3:10])=[CH:5][CH:4]=1. (2) Given the reactants C([CH:5]1[CH:9]([OH:10])[CH2:8][CH2:7][N:6]1[C:11]([OH:13])=[O:12])(C)(C)C.[H-].[Na+].[Cl:16][C:17]1[CH:24]=[CH:23][C:20]([CH2:21]Br)=[CH:19][CH:18]=1, predict the reaction product. The product is: [C:20]([O:13][C:11]([N:6]1[CH2:7][CH2:8][CH:9]([O:10][CH2:21][C:20]2[CH:23]=[CH:24][C:17]([Cl:16])=[CH:18][CH:19]=2)[CH2:5]1)=[O:12])([CH3:23])([CH3:21])[CH3:19]. (3) Given the reactants Cl[C:2]1[CH:7]=[C:6]([N:8]2[CH2:13][CH2:12][O:11][CH:10]([C:14]3[NH:15][C:16]4[CH:21]=[CH:20][N:19]=[CH:18][C:17]=4[N:22]=3)[CH2:9]2)[N:5]=[C:4]([NH2:23])[N:3]=1.[F:24][C:25]1[CH:32]=[C:31](B2OC(C)(C)C(C)(C)O2)[CH:30]=[CH:29][C:26]=1[C:27]#[N:28].C([O-])([O-])=O.[Na+].[Na+], predict the reaction product. The product is: [NH2:23][C:4]1[N:3]=[C:2]([C:31]2[CH:30]=[CH:29][C:26]([C:27]#[N:28])=[C:25]([F:24])[CH:32]=2)[CH:7]=[C:6]([N:8]2[CH2:13][CH2:12][O:11][CH:10]([C:14]3[NH:15][C:16]4[CH:21]=[CH:20][N:19]=[CH:18][C:17]=4[N:22]=3)[CH2:9]2)[N:5]=1. (4) Given the reactants [Cl-:1].[Mn+2:2].[Cl-].[CH3:4][N:5]1[CH2:18][CH2:17][CH2:16][NH:15][CH2:14][CH2:13][N:12]([CH3:19])[CH2:11][CH2:10][CH2:9][NH:8][CH2:7][CH2:6]1.[C:20]1([B-:26]([C:39]2[CH:44]=[CH:43][CH:42]=[CH:41][CH:40]=2)([C:33]2[CH:38]=[CH:37][CH:36]=[CH:35][CH:34]=2)[C:27]2[CH:32]=[CH:31][CH:30]=[CH:29][CH:28]=2)[CH:25]=[CH:24][CH:23]=[CH:22][CH:21]=1.[Na+], predict the reaction product. The product is: [C:39]1([B-:26]([C:20]2[CH:21]=[CH:22][CH:23]=[CH:24][CH:25]=2)([C:27]2[CH:28]=[CH:29][CH:30]=[CH:31][CH:32]=2)[C:33]2[CH:38]=[CH:37][CH:36]=[CH:35][CH:34]=2)[CH:40]=[CH:41][CH:42]=[CH:43][CH:44]=1.[Cl-:1].[Mn+2:2].[CH3:19][N:12]1[CH2:11][CH2:10][CH2:9][NH:8][CH2:7][CH2:6][N:5]([CH3:4])[CH2:18][CH2:17][CH2:16][NH:15][CH2:14][CH2:13]1. (5) Given the reactants [Cl:1][C:2]1[CH:7]=[CH:6][C:5]([C:8]2([CH2:14][C:15]([OH:17])=[O:16])[CH2:13][CH2:12][O:11][CH2:10][CH2:9]2)=[CH:4][CH:3]=1.[CH3:18]O, predict the reaction product. The product is: [CH3:18][O:16][C:15](=[O:17])[CH2:14][C:8]1([C:5]2[CH:6]=[CH:7][C:2]([Cl:1])=[CH:3][CH:4]=2)[CH2:9][CH2:10][O:11][CH2:12][CH2:13]1. (6) Given the reactants Br[C:2]1[C:3]([NH2:22])=[N:4][CH:5]=[C:6]([C:8]2[CH:13]=[CH:12][C:11]([O:14][Si:15]([C:18]([CH3:21])([CH3:20])[CH3:19])([CH3:17])[CH3:16])=[CH:10][CH:9]=2)[N:7]=1.[CH3:23][N:24]([CH3:34])[C:25]1[CH:30]=[CH:29][C:28](B(O)O)=[CH:27][CH:26]=1.C([O-])([O-])=O.[Na+].[Na+].O, predict the reaction product. The product is: [Si:15]([O:14][C:11]1[CH:12]=[CH:13][C:8]([C:6]2[N:7]=[C:2]([C:28]3[CH:29]=[CH:30][C:25]([N:24]([CH3:34])[CH3:23])=[CH:26][CH:27]=3)[C:3]([NH2:22])=[N:4][CH:5]=2)=[CH:9][CH:10]=1)([C:18]([CH3:21])([CH3:20])[CH3:19])([CH3:17])[CH3:16]. (7) Given the reactants FC(F)(F)S(O[C:7]1[C:16]2[C:11](=[CH:12][N:13]=[C:14]([Cl:17])[CH:15]=2)[N:10]=[CH:9][CH:8]=1)(=O)=O.[CH3:20][C:21]1[N:26]=[C:25]([NH2:27])[CH:24]=[C:23](B2OC(C)(C)C(C)(C)O2)[CH:22]=1, predict the reaction product. The product is: [C:16]([C:24]1[C:25]([NH2:27])=[N:26][C:21]([CH3:20])=[CH:22][C:23]=1[C:7]1[C:16]2[C:11](=[CH:12][N:13]=[C:14]([Cl:17])[CH:15]=2)[N:10]=[CH:9][CH:8]=1)([CH3:11])([CH3:7])[CH3:15]. (8) Given the reactants [Cl:1][C:2]1[C:3]([C:14]([OH:16])=O)=[N:4][C:5]([N:8]2[CH2:13][CH2:12][O:11][CH2:10][CH2:9]2)=[CH:6][CH:7]=1.[NH2:17][C:18]1[CH:40]=[CH:39][C:21]2[CH2:22][CH2:23][C:24]3[C:25]([C:36]([NH2:38])=[O:37])=[N:26][N:27]([C:29]4[CH:34]=[CH:33][C:32]([F:35])=[CH:31][CH:30]=4)[C:28]=3[C:20]=2[CH:19]=1.CN(C(ON1N=NC2C=CC=NC1=2)=[N+](C)C)C.F[P-](F)(F)(F)(F)F.CN(C(ON1N=NC2C=CC=CC1=2)=[N+](C)C)C.F[P-](F)(F)(F)(F)F, predict the reaction product. The product is: [Cl:1][C:2]1[C:3]([C:14]([NH:17][C:18]2[CH:40]=[CH:39][C:21]3[CH2:22][CH2:23][C:24]4[C:25]([C:36]([NH2:38])=[O:37])=[N:26][N:27]([C:29]5[CH:30]=[CH:31][C:32]([F:35])=[CH:33][CH:34]=5)[C:28]=4[C:20]=3[CH:19]=2)=[O:16])=[N:4][C:5]([N:8]2[CH2:9][CH2:10][O:11][CH2:12][CH2:13]2)=[CH:6][CH:7]=1.